Predict which catalyst facilitates the given reaction. From a dataset of Catalyst prediction with 721,799 reactions and 888 catalyst types from USPTO. (1) Reactant: [Br:1][C:2]1[CH:7]=[CH:6][C:5](F)=[C:4]([N+:9]([O-:11])=[O:10])[CH:3]=1.[NH2:12][CH2:13][CH2:14][OH:15]. Product: [Br:1][C:2]1[CH:7]=[CH:6][C:5]([NH:12][CH2:13][CH2:14][OH:15])=[C:4]([N+:9]([O-:11])=[O:10])[CH:3]=1. The catalyst class is: 51. (2) The catalyst class is: 887. Reactant: S(Cl)(Cl)=O.[C:5]([O:16][CH3:17])(=[O:15])[C:6]1[CH:14]=[CH:13][C:9]([C:10]([O-:12])=O)=[CH:8][CH:7]=1.[NH2:18][C:19]1[CH:24]=[CH:23][CH:22]=[CH:21][C:20]=1O.CS(O)(=O)=O. Product: [O:12]1[C:20]2[CH:21]=[CH:22][CH:23]=[CH:24][C:19]=2[N:18]=[C:10]1[C:9]1[CH:8]=[CH:7][C:6]([C:5]([O:16][CH3:17])=[O:15])=[CH:14][CH:13]=1. (3) Reactant: [F:1][C:2]1[CH:7]=[CH:6][C:5]([C:8]2[CH:12]=[CH:11][NH:10][N:9]=2)=[CH:4][CH:3]=1.[CH:13]1(B(O)O)[CH2:15][CH2:14]1.C(N(CC)CC)C.N1C=CC=CC=1. Product: [CH:13]1([N:10]2[CH:11]=[CH:12][C:8]([C:5]3[CH:4]=[CH:3][C:2]([F:1])=[CH:7][CH:6]=3)=[N:9]2)[CH2:15][CH2:14]1. The catalyst class is: 1. (4) Reactant: [Cl:1][C:2]1[CH:44]=[CH:43][C:5]([C:6]([NH:8][C:9]2[N:13]([CH2:14][CH:15]3[CH2:19][CH2:18][CH2:17][N:16]3[C:20](=[O:24])[CH2:21][C:22]#[N:23])[C:12]3[CH:25]=[CH:26][C:27]([CH2:29][N:30]([C@H:37]([C:39]([CH3:42])([CH3:41])[CH3:40])[CH3:38])[C:31](=[O:36])[O:32][CH2:33][CH:34]=[CH2:35])=[CH:28][C:11]=3[N:10]=2)=[O:7])=[CH:4][CH:3]=1.[CH3:45][N:46]([CH3:52])[C:47]([CH3:51])([CH3:50])[CH:48]=O.N1CCCCC1. Product: [Cl:1][C:2]1[CH:3]=[CH:4][C:5]([C:6]([NH:8][C:9]2[N:13]([CH2:14][CH:15]3[CH2:19][CH2:18][CH2:17][N:16]3[C:20](=[O:24])[C:21]([C:22]#[N:23])=[CH:48][C:47]([N:46]([CH3:52])[CH3:45])([CH3:51])[CH3:50])[C:12]3[CH:25]=[CH:26][C:27]([CH2:29][N:30]([C@H:37]([C:39]([CH3:42])([CH3:41])[CH3:40])[CH3:38])[C:31](=[O:36])[O:32][CH2:33][CH:34]=[CH2:35])=[CH:28][C:11]=3[N:10]=2)=[O:7])=[CH:43][CH:44]=1. The catalyst class is: 12. (5) Reactant: C(OC(=O)[NH:7][CH:8]1[CH2:13][CH2:12][CH:11]([CH2:14][NH:15][C:16]2[C:21]([N+:22]([O-:24])=[O:23])=[CH:20][N:19]=[C:18]([NH:25][CH2:26][CH:27]3[CH2:32][CH2:31][CH2:30][CH2:29][CH2:28]3)[N:17]=2)[CH2:10][CH2:9]1)(C)(C)C.Cl. Product: [NH2:7][C@H:8]1[CH2:13][CH2:12][C@H:11]([CH2:14][NH:15][C:16]2[C:21]([N+:22]([O-:24])=[O:23])=[CH:20][N:19]=[C:18]([NH:25][CH2:26][CH:27]3[CH2:32][CH2:31][CH2:30][CH2:29][CH2:28]3)[N:17]=2)[CH2:10][CH2:9]1. The catalyst class is: 12. (6) Reactant: [F:1][C:2]([F:38])([F:37])[CH2:3][NH:4][C:5]([C:7]1([CH2:20][CH2:21][CH2:22][CH2:23][N:24]2[CH2:29][CH2:28][N:27](OC(C)(C)C)[CH2:26][C:25]2=C=O)[C:19]2[CH:18]=[CH:17][CH:16]=[CH:15][C:14]=2[C:13]2[C:8]1=[CH:9][CH:10]=[CH:11][CH:12]=2)=[O:6].FC(F)(F)C(O)=O. Product: [F:37][C:2]([F:1])([F:38])[CH2:3][NH:4][C:5]([C:7]1([CH2:20][CH2:21][CH2:22][CH2:23][N:24]2[CH2:25][CH2:26][NH:27][CH2:28][CH2:29]2)[C:8]2[CH:9]=[CH:10][CH:11]=[CH:12][C:13]=2[C:14]2[C:19]1=[CH:18][CH:17]=[CH:16][CH:15]=2)=[O:6]. The catalyst class is: 4. (7) Reactant: [CH3:1][O:2][C:3]1[CH:8]=[CH:7][CH:6]=[C:5]([O:9][CH3:10])[C:4]=1[OH:11].[Br:12]Br. Product: [Br:12][C:8]1[C:3]([O:2][CH3:1])=[C:4]([OH:11])[C:5]([O:9][CH3:10])=[CH:6][CH:7]=1. The catalyst class is: 53. (8) Reactant: Cl[CH2:2][C:3]1[CH:8]=[CH:7][C:6]([C:9]([OH:35])([C:29]2[N:33]([CH3:34])[CH:32]=[N:31][CH:30]=2)[C:10]2[CH:11]=[C:12]3[C:17](=[CH:18][CH:19]=2)[N:16]([CH3:20])[C:15](=[O:21])[CH:14]=[C:13]3[C:22]2[CH:27]=[CH:26][CH:25]=[C:24]([Cl:28])[CH:23]=2)=[CH:5][CH:4]=1.[CH3:36][CH2:37][O-:38].[Na+].CCO.O. Product: [Cl:28][C:24]1[CH:23]=[C:22]([C:13]2[C:12]3[C:17](=[CH:18][CH:19]=[C:10]([C:9]([C:6]4[CH:7]=[CH:8][C:3]([CH2:2][O:38][CH2:37][CH3:36])=[CH:4][CH:5]=4)([OH:35])[C:29]4[N:33]([CH3:34])[CH:32]=[N:31][CH:30]=4)[CH:11]=3)[N:16]([CH3:20])[C:15](=[O:21])[CH:14]=2)[CH:27]=[CH:26][CH:25]=1. The catalyst class is: 8. (9) Reactant: C1(C)C=CC(S(O)(=O)=O)=CC=1.[CH2:12]([O:19][C:20]([C:22]1([NH2:27])[CH2:26][CH2:25][CH2:24][CH2:23]1)=[O:21])[C:13]1[CH:18]=[CH:17][CH:16]=[CH:15][CH:14]=1.C(N(CC)CC)C.[F:35][C:36]1[CH:41]=[CH:40][C:39]([C:42]2[CH:47]=[CH:46][C:45]([S:48](Cl)(=[O:50])=[O:49])=[CH:44][CH:43]=2)=[CH:38][CH:37]=1. Product: [CH2:12]([O:19][C:20]([C:22]1([NH:27][S:48]([C:45]2[CH:44]=[CH:43][C:42]([C:39]3[CH:40]=[CH:41][C:36]([F:35])=[CH:37][CH:38]=3)=[CH:47][CH:46]=2)(=[O:49])=[O:50])[CH2:23][CH2:24][CH2:25][CH2:26]1)=[O:21])[C:13]1[CH:18]=[CH:17][CH:16]=[CH:15][CH:14]=1. The catalyst class is: 127.